This data is from Forward reaction prediction with 1.9M reactions from USPTO patents (1976-2016). The task is: Predict the product of the given reaction. (1) Given the reactants C([O:3][C:4]([C:6]1[C:7]([NH:14][CH:15]2[CH2:19][CH2:18][CH2:17][CH2:16]2)=[N:8][C:9]([S:12][CH3:13])=[N:10][CH:11]=1)=O)C.[H-].[H-].[H-].[H-].[Li+].[Al+3].O.[OH-].[Na+], predict the reaction product. The product is: [CH:15]1([NH:14][C:7]2[C:6]([CH2:4][OH:3])=[CH:11][N:10]=[C:9]([S:12][CH3:13])[N:8]=2)[CH2:16][CH2:17][CH2:18][CH2:19]1. (2) Given the reactants Cl[C:2]1[C:11]2[C:6](=[CH:7][C:8]([O:14][CH2:15][CH:16]3[CH2:21][CH2:20][N:19]([CH3:22])[CH2:18][CH2:17]3)=[C:9]([O:12][CH3:13])[CH:10]=2)[N:5]=[CH:4][N:3]=1.[F:23][C:24]1[CH:32]=[C:31]2[C:27]([CH:28]=[CH:29][NH:30]2)=[CH:26][C:25]=1[OH:33].C(=O)([O-])[O-].[K+].[K+], predict the reaction product. The product is: [F:23][C:24]1[CH:32]=[C:31]2[C:27]([CH:28]=[CH:29][NH:30]2)=[CH:26][C:25]=1[O:33][C:2]1[C:11]2[C:6](=[CH:7][C:8]([O:14][CH2:15][CH:16]3[CH2:21][CH2:20][N:19]([CH3:22])[CH2:18][CH2:17]3)=[C:9]([O:12][CH3:13])[CH:10]=2)[N:5]=[CH:4][N:3]=1.